Dataset: Reaction yield outcomes from USPTO patents with 853,638 reactions. Task: Predict the reaction yield, written as a fraction of the theoretical maximum amount of product (1.0 means a 100% yield; for example, 0.34 means a 34% yield). (1) The reactants are [CH:1]12[O:9][CH:5]([CH2:6][NH:7][CH2:8]1)[CH2:4][N:3]([CH2:10][CH2:11][O:12][C:13]1[CH:20]=[CH:19][C:16]([C:17]#[N:18])=[CH:15][CH:14]=1)[CH2:2]2.Cl[CH2:22][CH2:23][CH2:24][CH2:25][C:26]1[CH:31]=[CH:30][N:29]=[CH:28][CH:27]=1.C([O-])([O-])=O.[K+].[K+]. The catalyst is CC#N.BrBr. The product is [N:29]1[CH:30]=[CH:31][C:26]([CH2:25][CH2:24][CH2:23][CH2:22][N:7]2[CH2:8][CH:1]3[O:9][CH:5]([CH2:4][N:3]([CH2:10][CH2:11][O:12][C:13]4[CH:20]=[CH:19][C:16]([C:17]#[N:18])=[CH:15][CH:14]=4)[CH2:2]3)[CH2:6]2)=[CH:27][CH:28]=1. The yield is 0.572. (2) The reactants are [Cl:1][CH2:2][C:3]([O:5][C:6]1[CH:11]=[CH:10][C:9]([NH:12][C:13](=[O:15])[CH3:14])=[CH:8][CH:7]=1)=[O:4].[CH3:16][N:17]1[CH:21]=[CH:20][N:19]=[CH:18]1. The catalyst is C(OCC)(=O)C. The product is [Cl-:1].[C:13]([NH:12][C:9]1[CH:10]=[CH:11][C:6]([O:5][C:3](=[O:4])[CH2:2][N:19]2[CH:20]=[CH:21][N+:17]([CH3:16])=[CH:18]2)=[CH:7][CH:8]=1)(=[O:15])[CH3:14]. The yield is 0.790. (3) The reactants are [CH3:1][O:2][C:3](=[O:13])[C:4]1[CH:9]=[CH:8][C:7]([CH2:10]O)=[N:6][C:5]=1[Cl:12].S(Cl)(C)(=O)=O.[N-:19]=[N+:20]=[N-:21].[Na+]. The catalyst is ClCCl.C(OCC)(=O)C. The product is [CH3:1][O:2][C:3](=[O:13])[C:4]1[CH:9]=[CH:8][C:7]([CH2:10][N:19]=[N+:20]=[N-:21])=[N:6][C:5]=1[Cl:12]. The yield is 0.850. (4) The reactants are [NH2:1][C@@H:2]([CH2:7][CH2:8][S:9][CH3:10])[C:3]([O:5][CH3:6])=[O:4].C(=O)([O-])[O-].[Na+].[Na+].[CH3:17][C:18]([O:21][C:22](O[C:22]([O:21][C:18]([CH3:20])([CH3:19])[CH3:17])=[O:23])=[O:23])([CH3:20])[CH3:19]. The catalyst is O1CCOCC1.O. The product is [C:18]([O:21][C:22]([NH:1][C@@H:2]([CH2:7][CH2:8][S:9][CH3:10])[C:3]([O:5][CH3:6])=[O:4])=[O:23])([CH3:20])([CH3:19])[CH3:17]. The yield is 0.630. (5) The product is [N:15]1([CH2:21][CH2:22][NH:23][C:2]2[CH:14]=[CH:13][C:5]([C:6]([O:8][C:9]([CH3:12])([CH3:11])[CH3:10])=[O:7])=[CH:4][CH:3]=2)[CH2:20][CH2:19][CH2:18][CH2:17][CH2:16]1. The catalyst is C(OCC)(=O)C. The reactants are F[C:2]1[CH:14]=[CH:13][C:5]([C:6]([O:8][C:9]([CH3:12])([CH3:11])[CH3:10])=[O:7])=[CH:4][CH:3]=1.[N:15]1([CH2:21][CH2:22][NH2:23])[CH2:20][CH2:19][CH2:18][CH2:17][CH2:16]1. The yield is 0.640. (6) The reactants are [CH2:1]([O:3][C:4]([C:6]1[C:7]([CH3:19])=[C:8]([C:12]([O:14]C(C)(C)C)=[O:13])[NH:9][C:10]=1[CH3:11])=[O:5])[CH3:2].FC(F)(F)C(O)=O. The catalyst is O. The product is [CH2:1]([O:3][C:4]([C:6]1[C:7]([CH3:19])=[C:8]([C:12]([OH:14])=[O:13])[NH:9][C:10]=1[CH3:11])=[O:5])[CH3:2]. The yield is 0.865.